Dataset: Forward reaction prediction with 1.9M reactions from USPTO patents (1976-2016). Task: Predict the product of the given reaction. (1) The product is: [OH:40][CH2:39][CH2:38][CH2:37][N:36]([CH2:35][CH2:34][CH2:33][S:31]([CH2:30][CH2:29][CH2:28][C:27]([F:45])([F:26])[C:41]([F:42])([F:43])[F:44])=[O:32])[CH2:2][CH2:3][CH2:4][CH2:5][CH2:6][CH2:7][C:8]1[C:14]2[CH:15]=[CH:16][C:17]([OH:19])=[CH:18][C:13]=2[CH2:12][CH2:11][CH2:10][C:9]=1[C:20]1[CH:25]=[CH:24][CH:23]=[CH:22][CH:21]=1. Given the reactants Br[CH2:2][CH2:3][CH2:4][CH2:5][CH2:6][CH2:7][C:8]1[C:14]2[CH:15]=[CH:16][C:17]([OH:19])=[CH:18][C:13]=2[CH2:12][CH2:11][CH2:10][C:9]=1[C:20]1[CH:25]=[CH:24][CH:23]=[CH:22][CH:21]=1.[F:26][C:27]([F:45])([C:41]([F:44])([F:43])[F:42])[CH2:28][CH2:29][CH2:30][S:31]([CH2:33][CH2:34][CH2:35][NH:36][CH2:37][CH2:38][CH2:39][OH:40])=[O:32], predict the reaction product. (2) Given the reactants Cl[CH2:2][C:3]1[C:4]([S:9][CH:10]2[CH2:13][CH2:12][CH2:11]2)=[N:5][CH:6]=[CH:7][CH:8]=1.C[O:15][C:16](=[O:30])[CH2:17][CH:18]1[C:22]2[CH:23]=[C:24]([F:29])[C:25]([OH:28])=[C:26]([F:27])[C:21]=2[O:20][CH2:19]1, predict the reaction product. The product is: [CH:10]1([S:9][C:4]2[C:3]([CH2:2][O:28][C:25]3[C:24]([F:29])=[CH:23][C:22]4[CH:18]([CH2:17][C:16]([OH:30])=[O:15])[CH2:19][O:20][C:21]=4[C:26]=3[F:27])=[CH:8][CH:7]=[CH:6][N:5]=2)[CH2:13][CH2:12][CH2:11]1. (3) Given the reactants C=CC[O:4][C@H:5]1[O:10][C@H:9]([CH2:11][OH:12])[C@@H:8]([OH:13])[C@H:7]([OH:14])[C@@H:6]1[OH:15].OCCOC(=O)C=C, predict the reaction product. The product is: [O:4]=[CH:5][C@H:6]([C@H:7]([C@@H:8]([C@@H:9]([CH2:11][OH:12])[OH:10])[OH:13])[OH:14])[OH:15]. (4) Given the reactants [NH2:1][C:2]1[CH:11]=[CH:10][C:9](Br)=[CH:8][C:3]=1[C:4]([O:6][CH3:7])=[O:5].[O-]P([O-])([O-])=O.[K+].[K+].[K+].P([CH:34]1[CH2:39][CH2:38]CCC1)(C1CCCCC1)C1CCCCC1, predict the reaction product. The product is: [NH2:1][C:2]1[CH:11]=[CH:10][C:9]([CH:38]2[CH2:39][CH2:34]2)=[CH:8][C:3]=1[C:4]([O:6][CH3:7])=[O:5].